This data is from Forward reaction prediction with 1.9M reactions from USPTO patents (1976-2016). The task is: Predict the product of the given reaction. (1) Given the reactants [CH:1]1([O:6][C:7]2[C:12]3[C:13]([O:16][CH2:17][CH:18]4[CH2:23][CH2:22][NH:21][CH2:20][CH2:19]4)=[N:14][O:15][C:11]=3[CH:10]=[CH:9][CH:8]=2)[CH2:5][CH2:4][CH2:3][CH2:2]1.O=[CH:25][CH2:26][C:27]1([C:33]([O:35][CH3:36])=[O:34])[CH2:32][CH2:31][O:30][CH2:29][CH2:28]1.C(C1(C(OC)=O)CCC1)=O, predict the reaction product. The product is: [CH:1]1([O:6][C:7]2[C:12]3[C:13]([O:16][CH2:17][CH:18]4[CH2:19][CH2:20][N:21]([CH2:25][CH2:26][C:27]5([C:33]([O:35][CH3:36])=[O:34])[CH2:28][CH2:29][O:30][CH2:31][CH2:32]5)[CH2:22][CH2:23]4)=[N:14][O:15][C:11]=3[CH:10]=[CH:9][CH:8]=2)[CH2:5][CH2:4][CH2:3][CH2:2]1. (2) The product is: [C:34]([C:29]1[CH:30]=[CH:31][CH:32]=[CH:33][C:28]=1[C:12]1[C:13]2[C:18](=[CH:17][CH:16]=[CH:15][CH:14]=2)[N:10]([S:7]([C:1]2[CH:6]=[CH:5][CH:4]=[CH:3][CH:2]=2)(=[O:9])=[O:8])[CH:11]=1)([CH3:37])([CH3:36])[CH3:35]. Given the reactants [C:1]1([S:7]([N:10]2[C:18]3[C:13](=[CH:14][CH:15]=[CH:16][CH:17]=3)[C:12](B(O)O)=[CH:11]2)(=[O:9])=[O:8])[CH:6]=[CH:5][CH:4]=[CH:3][CH:2]=1.FC(F)(F)S(O[C:28]1[CH:33]=[CH:32][CH:31]=[CH:30][C:29]=1[C:34]([CH3:37])([CH3:36])[CH3:35])(=O)=O.C(=O)([O-])[O-].[Na+].[Na+].O1CCOCC1, predict the reaction product.